Dataset: Reaction yield outcomes from USPTO patents with 853,638 reactions. Task: Predict the reaction yield, written as a fraction of the theoretical maximum amount of product (1.0 means a 100% yield; for example, 0.34 means a 34% yield). (1) The reactants are [CH3:1][N:2]([CH3:15])[CH2:3][CH2:4][CH2:5][CH2:6][O:7][C:8]1[CH:13]=[CH:12][C:11]([NH2:14])=[CH:10][CH:9]=1.[F:16][C:17]([F:29])([F:28])[C:18]1[CH:23]=[CH:22][C:21]([S:24](Cl)(=[O:26])=[O:25])=[CH:20][CH:19]=1. The catalyst is O1CCOCC1. The product is [CH3:15][N:2]([CH3:1])[CH2:3][CH2:4][CH2:5][CH2:6][O:7][C:8]1[CH:9]=[CH:10][C:11]([NH:14][S:24]([C:21]2[CH:20]=[CH:19][C:18]([C:17]([F:16])([F:28])[F:29])=[CH:23][CH:22]=2)(=[O:26])=[O:25])=[CH:12][CH:13]=1. The yield is 0.840. (2) The reactants are [N+:1]([C:4]1[CH:9]=[C:8]([N+:10]([O-])=O)[CH:7]=[CH:6][C:5]=1[S:13][CH2:14][C:15]([OH:17])=O)([O-])=O.O.O.[Sn](Cl)Cl. The catalyst is C(O)C. The product is [NH2:10][C:8]1[CH:7]=[CH:6][C:5]2[S:13][CH2:14][C:15](=[O:17])[NH:1][C:4]=2[CH:9]=1. The yield is 0.520. (3) The reactants are [CH3:1][N:2]([CH3:24])[CH2:3][CH2:4][O:5][C:6]1[CH:11]=[CH:10][CH:9]=[CH:8][C:7]=1[NH:12][C:13]1[O:14][CH2:15][C:16](=[O:23])[C:17]=1[C:18]([O:20][CH2:21][CH3:22])=[O:19].[NH:25]1[C:33]2[C:28](=[CH:29][CH:30]=[CH:31][N:32]=2)[C:27]([CH:34]=O)=[CH:26]1.N1CCCCC1. The catalyst is CC(O)C. The product is [NH:25]1[C:33]2=[N:32][CH:31]=[CH:30][CH:29]=[C:28]2[C:27]([CH:34]=[C:15]2[O:14][C:13]([NH:12][C:7]3[CH:8]=[CH:9][CH:10]=[CH:11][C:6]=3[O:5][CH2:4][CH2:3][N:2]([CH3:1])[CH3:24])=[C:17]([C:18]([O:20][CH2:21][CH3:22])=[O:19])[C:16]2=[O:23])=[CH:26]1. The yield is 0.220.